This data is from Catalyst prediction with 721,799 reactions and 888 catalyst types from USPTO. The task is: Predict which catalyst facilitates the given reaction. (1) Reactant: [NH2:1][CH:2]1[CH2:7][CH2:6][N:5]([C:8]([O:10][C:11]([CH3:14])([CH3:13])[CH3:12])=[O:9])[C:4](=O)[CH2:3]1.C[Al](C)C.[C:20]1([CH:26]2[CH2:31][CH2:30][O:29][C:27]2=[O:28])[CH:25]=[CH:24][CH:23]=[CH:22][CH:21]=1.CO. Product: [C:11]([O:10][C:8]([N:5]1[CH2:6][CH2:7][CH:2]([NH:1][C:27](=[O:28])[CH:26]([C:20]2[CH:25]=[CH:24][CH:23]=[CH:22][CH:21]=2)[CH2:31][CH2:30][OH:29])[CH2:3][CH2:4]1)=[O:9])([CH3:14])([CH3:13])[CH3:12]. The catalyst class is: 4. (2) Product: [CH:8]1([C:5]2[CH:6]=[CH:7][C:2]([CH:19]=[O:20])=[CH:3][CH:4]=2)[CH2:10][CH2:9]1. The catalyst class is: 1. Reactant: Br[C:2]1[CH:7]=[CH:6][C:5]([CH:8]2[CH2:10][CH2:9]2)=[CH:4][CH:3]=1.[Li]CCCC.CN([CH:19]=[O:20])C. (3) Reactant: [C-:1]#[N:2].[Na+].[Br:4][C:5]1[CH:6]=[N:7][C:8](Cl)=[N:9][CH:10]=1. Product: [Br:4][C:5]1[CH:6]=[N:7][C:8]([C:1]#[N:2])=[N:9][CH:10]=1. The catalyst class is: 35. (4) Reactant: [CH2:1]([N:3]1[C:7]2[CH:8]=[CH:9][C:10]([C:12](=O)[CH3:13])=[CH:11][C:6]=2[N:5]=[C:4]1[CH2:15][C:16]1[N:17]([C:21]2[CH:26]=[CH:25][CH:24]=[C:23]([F:27])[CH:22]=2)[N:18]=[CH:19][CH:20]=1)[CH3:2].Cl.[O:29]([NH2:31])[CH3:30].C([O-])(=O)C.[Na+]. Product: [CH2:1]([N:3]1[C:7]2[CH:8]=[CH:9][C:10]([C:12](=[N:31][O:29][CH3:30])[CH3:13])=[CH:11][C:6]=2[N:5]=[C:4]1[CH2:15][C:16]1[N:17]([C:21]2[CH:26]=[CH:25][CH:24]=[C:23]([F:27])[CH:22]=2)[N:18]=[CH:19][CH:20]=1)[CH3:2]. The catalyst class is: 5. (5) Reactant: CS(O[CH:6]([CH2:16][CH2:17][O:18][Si:19]([CH3:25])([CH3:24])[C:20]([CH3:23])([CH3:22])[CH3:21])[CH2:7][O:8][Si:9]([CH3:15])([CH3:14])[C:10]([CH3:13])([CH3:12])[CH3:11])(=O)=O.[C-:26]#[N:27].[Na+].O. Product: [CH3:23][C:20]([Si:19]([CH3:24])([CH3:25])[O:18][CH2:17][CH2:16][CH:6]([CH2:7][O:8][Si:9]([C:10]([CH3:11])([CH3:12])[CH3:13])([CH3:14])[CH3:15])[C:26]#[N:27])([CH3:21])[CH3:22]. The catalyst class is: 16. (6) Reactant: C(O)(=O)C(C1C=CC=CC=1)O.[CH2:12]([N:19]1[CH2:24][CH2:23][N:22]([CH2:25][C:26]2[CH:31]=[CH:30][CH:29]=[CH:28][CH:27]=2)[CH2:21][C@@H:20]1[CH:32]=[CH2:33])[C:13]1[CH:18]=[CH:17][CH:16]=[CH:15][CH:14]=1.O.[OH-].[Na+]. Product: [CH2:12]([N:19]1[CH2:24][CH2:23][N:22]([CH2:25][C:26]2[CH:31]=[CH:30][CH:29]=[CH:28][CH:27]=2)[CH2:21][C@@H:20]1[CH:32]=[CH2:33])[C:13]1[CH:14]=[CH:15][CH:16]=[CH:17][CH:18]=1. The catalyst class is: 237. (7) Reactant: C([O:3][C:4](=O)[C:5]([CH3:18])([CH3:17])[CH2:6][CH2:7][CH2:8][O:9][Si:10]([C:13]([CH3:16])([CH3:15])[CH3:14])([CH3:12])[CH3:11])C.[H-].C([Al+]CC(C)C)C(C)C.C1(C)C=CC=CC=1.C(OCC)(=O)C.[C@H](O)(C([O-])=O)[C@@H](O)C([O-])=O.[Na+].[K+]. Product: [C:13]([Si:10]([CH3:12])([CH3:11])[O:9][CH2:8][CH2:7][CH2:6][C:5]([CH3:18])([CH3:17])[CH2:4][OH:3])([CH3:16])([CH3:15])[CH3:14]. The catalyst class is: 7.